Dataset: Reaction yield outcomes from USPTO patents with 853,638 reactions. Task: Predict the reaction yield, written as a fraction of the theoretical maximum amount of product (1.0 means a 100% yield; for example, 0.34 means a 34% yield). The reactants are [N:1]1[CH:6]=[CH:5][C:4]([CH2:7][NH:8][C:9](=[O:20])[NH:10][O:11][CH2:12][C:13]([O:15]C(C)(C)C)=[O:14])=[CH:3][CH:2]=1.Cl.O1CCOCC1. The catalyst is O1CCCC1. The product is [N:1]1[CH:6]=[CH:5][C:4]([CH2:7][NH:8][C:9](=[O:20])[NH:10][O:11][CH2:12][C:13]([OH:15])=[O:14])=[CH:3][CH:2]=1. The yield is 1.00.